From a dataset of Catalyst prediction with 721,799 reactions and 888 catalyst types from USPTO. Predict which catalyst facilitates the given reaction. (1) Product: [NH2:1][C:4]1[CH:5]=[CH:6][CH:7]=[C:8]2[C:13]=1[N:12]=[C:11]([CH2:14][CH2:15][CH2:16][N:17]1[CH2:18][CH:19]=[C:20]([C:23]3[CH:28]=[CH:27][CH:26]=[CH:25][CH:24]=3)[CH2:21][CH2:22]1)[NH:10][C:9]2=[O:29]. Reactant: [N+:1]([C:4]1[CH:5]=[CH:6][CH:7]=[C:8]2[C:13]=1[N:12]=[C:11]([CH2:14][CH2:15][CH2:16][N:17]1[CH2:22][CH:21]=[C:20]([C:23]3[CH:28]=[CH:27][CH:26]=[CH:25][CH:24]=3)[CH2:19][CH2:18]1)[NH:10][C:9]2=[O:29])([O-])=O.[Cl-].[NH4+]. The catalyst class is: 190. (2) Reactant: [CH3:1][S:2](Cl)(=[O:4])=[O:3].[N:6]1(C(OC(C)(C)C)=O)[CH2:11][CH2:10][NH:9][CH2:8][CH2:7]1.C(N(CC)CC)C.O. Product: [CH3:1][S:2]([N:6]1[CH2:11][CH2:10][NH:9][CH2:8][CH2:7]1)(=[O:4])=[O:3]. The catalyst class is: 2. (3) Reactant: [Br:1][C:2]1[CH:3]=[C:4]([N+:17]([O-])=O)[C:5]([C:8]2[C:13]([F:14])=[CH:12][N:11]=[C:10]([O:15][CH3:16])[CH:9]=2)=[N:6][CH:7]=1.O.O.[Sn](Cl)Cl. Product: [Br:1][C:2]1[CH:3]=[C:4]([NH2:17])[C:5]([C:8]2[C:13]([F:14])=[CH:12][N:11]=[C:10]([O:15][CH3:16])[CH:9]=2)=[N:6][CH:7]=1. The catalyst class is: 25. (4) Reactant: Br[CH2:2][C:3]([C:5]1[CH:10]=[CH:9][CH:8]=[C:7]([Br:11])[CH:6]=1)=[O:4].[NH:12]1[CH2:17][CH2:16][O:15][CH2:14][CH2:13]1. Product: [Br:11][C:7]1[CH:6]=[C:5]([C:3](=[O:4])[CH2:2][N:12]2[CH2:17][CH2:16][O:15][CH2:14][CH2:13]2)[CH:10]=[CH:9][CH:8]=1. The catalyst class is: 4. (5) Reactant: [NH2:1][C:2]1[CH:11]=[C:10]([C:12]2[C:21]3[C:16](=[CH:17][C:18]([O:27][CH2:28][CH3:29])=[C:19]4[O:24][C:23]([CH3:26])([CH3:25])[CH2:22][C:20]4=3)[CH2:15][C:14]([CH3:31])([CH3:30])[N:13]=2)[CH:9]=[CH:8][C:3]=1[C:4]([O:6][CH3:7])=[O:5].[Cl:32][CH2:33][C:34](Cl)=[O:35]. Product: [Cl:32][CH2:33][C:34]([NH:1][C:2]1[CH:11]=[C:10]([C:12]2[C:21]3[C:16](=[CH:17][C:18]([O:27][CH2:28][CH3:29])=[C:19]4[O:24][C:23]([CH3:26])([CH3:25])[CH2:22][C:20]4=3)[CH2:15][C:14]([CH3:30])([CH3:31])[N:13]=2)[CH:9]=[CH:8][C:3]=1[C:4]([O:6][CH3:7])=[O:5])=[O:35]. The catalyst class is: 80. (6) Reactant: [N+:1]([C:4]1[CH:9]=[CH:8][C:7]([CH2:10][S:11]([O-:14])(=O)=[O:12])=[CH:6][CH:5]=1)([O-:3])=[O:2].[Na+].P(Cl)(Cl)(Cl)(Cl)[Cl:17]. Product: [N+:1]([C:4]1[CH:9]=[CH:8][C:7]([CH2:10][S:11]([Cl:17])(=[O:14])=[O:12])=[CH:6][CH:5]=1)([O-:3])=[O:2]. The catalyst class is: 11. (7) Reactant: [SH:1][C:2]1[N:7]=[C:6]([C:8]([O:10][CH3:11])=[O:9])[CH:5]=[CH:4][CH:3]=1.C1C(=O)N(Cl)C(=O)C1.[Cl:20][C:21]1[C:29]([F:30])=[C:28]2[C:24]([CH:25]=[C:26]([CH:38]3[CH2:40][CH2:39]3)[N:27]2[C:31]2[CH:32]=[N:33][N:34]([CH2:36][CH3:37])[CH:35]=2)=[CH:23][CH:22]=1. Product: [Cl:20][C:21]1[C:29]([F:30])=[C:28]2[C:24]([C:25]([S:1][C:2]3[N:7]=[C:6]([C:8]([O:10][CH3:11])=[O:9])[CH:5]=[CH:4][CH:3]=3)=[C:26]([CH:38]3[CH2:40][CH2:39]3)[N:27]2[C:31]2[CH:32]=[N:33][N:34]([CH2:36][CH3:37])[CH:35]=2)=[CH:23][CH:22]=1. The catalyst class is: 2. (8) Reactant: [Br:1][C:2]1[N:6]2[CH:7]=[CH:8][CH:9]=[CH:10][C:5]2=[C:4]([C:11]([OH:13])=O)[N:3]=1.Cl.[CH3:15][NH:16][O:17][CH3:18].C1C=NC2N(O)N=NC=2C=1.CCN=C=NCCCN(C)C.Cl. Product: [Br:1][C:2]1[N:6]2[CH:7]=[CH:8][CH:9]=[CH:10][C:5]2=[C:4]([C:11]([N:16]([O:17][CH3:18])[CH3:15])=[O:13])[N:3]=1. The catalyst class is: 851. (9) Reactant: [Cl:1][C:2]1[CH:7]=[CH:6][CH:5]=[CH:4][C:3]=1[NH:8][C:9](=[O:35])[NH:10][C:11]1[CH:12]=[CH:13][C:14]([C:17]2[CH:25]=[C:24]3[C:20]([CH2:21][N:22]([C@@H:27]([CH:32]([CH3:34])[CH3:33])[C:28]([O:30]C)=[O:29])[C:23]3=[O:26])=[CH:19][CH:18]=2)=[N:15][CH:16]=1.CO.[Li+].[OH-].Cl. Product: [Cl:1][C:2]1[CH:7]=[CH:6][CH:5]=[CH:4][C:3]=1[NH:8][C:9](=[O:35])[NH:10][C:11]1[CH:12]=[CH:13][C:14]([C:17]2[CH:25]=[C:24]3[C:20]([CH2:21][N:22]([C@@H:27]([CH:32]([CH3:33])[CH3:34])[C:28]([OH:30])=[O:29])[C:23]3=[O:26])=[CH:19][CH:18]=2)=[N:15][CH:16]=1. The catalyst class is: 20.